Dataset: Full USPTO retrosynthesis dataset with 1.9M reactions from patents (1976-2016). Task: Predict the reactants needed to synthesize the given product. (1) Given the product [Br:17][CH2:14][C:12]1[N:13]=[C:9]([C:6]2[CH:7]=[CH:8][C:3]([O:2][CH3:1])=[CH:4][CH:5]=2)[S:10][CH:11]=1, predict the reactants needed to synthesize it. The reactants are: [CH3:1][O:2][C:3]1[CH:8]=[CH:7][C:6]([C:9]2[S:10][CH:11]=[C:12]([CH2:14]O)[N:13]=2)=[CH:5][CH:4]=1.P(Br)(Br)[Br:17].O. (2) Given the product [CH3:1][O:2][C:3]([C@H:4]1[CH2:6][C:7]2[C:15]3[C:10](=[CH:11][CH:12]=[CH:13][CH:14]=3)[NH:9][C:8]=2[C@@H:22]([C:21]2[CH:24]=[C:25]([O:27][CH3:28])[CH:26]=[C:19]([O:18][CH3:17])[CH:20]=2)[NH:5]1)=[O:16], predict the reactants needed to synthesize it. The reactants are: [CH3:1][O:2][C:3](=[O:16])[C@@H:4]([CH2:6][C:7]1[C:15]2[C:10](=[CH:11][CH:12]=[CH:13][CH:14]=2)[NH:9][CH:8]=1)[NH2:5].[CH3:17][O:18][C:19]1[CH:20]=[C:21]([CH:24]=[C:25]([O:27][CH3:28])[CH:26]=1)[CH:22]=O.C(OC)(OC)OC. (3) The reactants are: Cl[CH:2]([O:4][C:5]([NH:7][CH2:8][C:9]1([CH2:15][C:16]([O:18][CH2:19][CH:20]=[CH2:21])=[O:17])[CH2:14][CH2:13][CH2:12][CH2:11][CH2:10]1)=[O:6])[CH3:3].[C:22]([OH:27])(=[O:26])[CH:23]([CH3:25])[CH3:24].CN1CCOCC1.CCCCCC. Given the product [C:22]([O:27][CH:2]([O:4][C:5]([NH:7][CH2:8][C:9]1([CH2:15][C:16]([O:18][CH2:19][CH:20]=[CH2:21])=[O:17])[CH2:14][CH2:13][CH2:12][CH2:11][CH2:10]1)=[O:6])[CH3:3])(=[O:26])[CH:23]([CH3:25])[CH3:24], predict the reactants needed to synthesize it. (4) Given the product [CH:1]([N:14]1[CH2:15][C:16]([CH2:19][O:20][C:21]2[C:29]([CH:30]3[CH2:32][CH2:31]3)=[CH:28][C:24]([C:25]([NH:39][S:36]([CH2:34][CH3:35])(=[O:38])=[O:37])=[O:26])=[C:23]([F:33])[CH:22]=2)([CH3:18])[CH2:17]1)([C:8]1[CH:9]=[CH:10][CH:11]=[CH:12][CH:13]=1)[C:2]1[CH:3]=[CH:4][CH:5]=[CH:6][CH:7]=1, predict the reactants needed to synthesize it. The reactants are: [CH:1]([N:14]1[CH2:17][C:16]([CH2:19][O:20][C:21]2[C:29]([CH:30]3[CH2:32][CH2:31]3)=[CH:28][C:24]([C:25](O)=[O:26])=[C:23]([F:33])[CH:22]=2)([CH3:18])[CH2:15]1)([C:8]1[CH:13]=[CH:12][CH:11]=[CH:10][CH:9]=1)[C:2]1[CH:7]=[CH:6][CH:5]=[CH:4][CH:3]=1.[CH2:34]([S:36]([NH2:39])(=[O:38])=[O:37])[CH3:35]. (5) Given the product [N:18]1([C:10]2[C:11]([C:16]#[N:17])=[N:12][CH:13]=[CH:14][CH:15]=2)[C:27]2[C:22](=[CH:23][CH:24]=[CH:25][CH:26]=2)[CH2:21][CH2:20][CH2:19]1, predict the reactants needed to synthesize it. The reactants are: N#N.C([O-])([O-])=O.[Cs+].[Cs+].Br[C:10]1[C:11]([C:16]#[N:17])=[N:12][CH:13]=[CH:14][CH:15]=1.[NH:18]1[C:27]2[C:22](=[CH:23][CH:24]=[CH:25][CH:26]=2)[CH2:21][CH2:20][CH2:19]1.C1(P(C2C=CC=CC=2)C2C3OC4C(=CC=CC=4P(C4C=CC=CC=4)C4C=CC=CC=4)C(C)(C)C=3C=CC=2)C=CC=CC=1. (6) Given the product [CH3:18][N:19]([CH3:29])[C:20]1[CH:28]=[CH:27][C:23]([C:24]([NH:17][C:14]2[CH:15]=[CH:16][C:11]([N:7]3[C:8]4[C:4](=[CH:3][C:2]([NH:1][C:24](=[O:25])[C:23]5[CH:27]=[CH:28][C:20]([N:19]([CH3:29])[CH3:18])=[CH:21][CH:22]=5)=[CH:10][CH:9]=4)[CH:5]=[N:6]3)=[CH:12][CH:13]=2)=[O:25])=[CH:22][CH:21]=1, predict the reactants needed to synthesize it. The reactants are: [NH2:1][C:2]1[CH:3]=[C:4]2[C:8](=[CH:9][CH:10]=1)[N:7]([C:11]1[CH:16]=[CH:15][C:14]([NH2:17])=[CH:13][CH:12]=1)[N:6]=[CH:5]2.[CH3:18][N:19]([CH3:29])[C:20]1[CH:28]=[CH:27][C:23]([C:24]([O-])=[O:25])=[CH:22][CH:21]=1. (7) Given the product [CH3:29][S:30]([O:28][C@H:25]1[CH2:26][CH2:27][C@H:22]([CH2:21][O:20][C:1]([C:8]2[CH:13]=[CH:12][CH:11]=[CH:10][CH:9]=2)([C:14]2[CH:15]=[CH:16][CH:17]=[CH:18][CH:19]=2)[C:2]2[CH:3]=[CH:4][CH:5]=[CH:6][CH:7]=2)[CH2:23][CH2:24]1)(=[O:32])=[O:31], predict the reactants needed to synthesize it. The reactants are: [C:1]([O:20][CH2:21][C@H:22]1[CH2:27][CH2:26][C@H:25]([OH:28])[CH2:24][CH2:23]1)([C:14]1[CH:19]=[CH:18][CH:17]=[CH:16][CH:15]=1)([C:8]1[CH:13]=[CH:12][CH:11]=[CH:10][CH:9]=1)[C:2]1[CH:7]=[CH:6][CH:5]=[CH:4][CH:3]=1.[CH3:29][S:30](Cl)(=[O:32])=[O:31].